From a dataset of Catalyst prediction with 721,799 reactions and 888 catalyst types from USPTO. Predict which catalyst facilitates the given reaction. (1) Reactant: C([O:4][CH2:5][C:6]([CH3:46])([CH3:45])[CH2:7][N:8]1[C:14]2[CH:15]=[CH:16][C:17]([Cl:19])=[CH:18][C:13]=2[C@@H:12]([C:20]2[CH:25]=[CH:24][CH:23]=[C:22]([O:26][CH3:27])[C:21]=2[O:28][CH3:29])[O:11][C@H:10]([CH2:30][C:31]([NH:33][C:34]2[S:35][CH:36]=[C:37]([CH2:39][C:40]([O:42]C)=[O:41])[N:38]=2)=[O:32])[C:9]1=[O:44])(=O)C.[OH-].[Na+].C(O)C. Product: [Cl:19][C:17]1[CH:16]=[CH:15][C:14]2[N:8]([CH2:7][C:6]([CH3:45])([CH3:46])[CH2:5][OH:4])[C:9](=[O:44])[C@@H:10]([CH2:30][C:31]([NH:33][C:34]3[S:35][CH:36]=[C:37]([CH2:39][C:40]([OH:42])=[O:41])[N:38]=3)=[O:32])[O:11][C@H:12]([C:20]3[CH:25]=[CH:24][CH:23]=[C:22]([O:26][CH3:27])[C:21]=3[O:28][CH3:29])[C:13]=2[CH:18]=1. The catalyst class is: 6. (2) Reactant: [NH2:1][CH2:2][C@@H:3]1[C@@H:11]([C@@:12]2([CH3:21])[CH2:17][CH2:16][C@H:15]([OH:18])[CH2:14][C@@H:13]2[CH2:19][OH:20])[CH2:10][CH2:9][C@@:8]2([CH3:22])[C@H:4]1[CH2:5][CH2:6][C:7]2=[CH2:23].[CH3:24][O:25][C:26]1[CH:33]=[CH:32][C:29]([CH:30]=O)=[CH:28][CH:27]=1.[BH4-].[Na+]. Product: [OH:20][CH2:19][C@@H:13]1[C@:12]([C@H:11]2[CH2:10][CH2:9][C@@:8]3([CH3:22])[C@@H:4]([CH2:5][CH2:6][C:7]3=[CH2:23])[C@@H:3]2[CH2:2][NH:1][CH2:30][C:29]2[CH:32]=[CH:33][C:26]([O:25][CH3:24])=[CH:27][CH:28]=2)([CH3:21])[CH2:17][CH2:16][C@H:15]([OH:18])[CH2:14]1. The catalyst class is: 61.